The task is: Predict the reactants needed to synthesize the given product.. This data is from Full USPTO retrosynthesis dataset with 1.9M reactions from patents (1976-2016). Given the product [CH3:1][C:2](=[N:4][O:5][CH2:6][C:7]([Cl:12])=[O:9])[CH3:3], predict the reactants needed to synthesize it. The reactants are: [CH3:1][C:2](=[N:4][O:5][CH2:6][C:7]([OH:9])=O)[CH3:3].S(Cl)([Cl:12])=O.